Dataset: Full USPTO retrosynthesis dataset with 1.9M reactions from patents (1976-2016). Task: Predict the reactants needed to synthesize the given product. (1) Given the product [F:13][C:14]1[CH:19]=[C:18]([F:20])[CH:17]=[CH:16][C:15]=1[C@@:21]([OH:47])([CH2:41][N:42]1[CH:46]=[N:45][CH:44]=[N:43]1)[C@H:22]([S:24][C@@H:25]1[CH2:30][O:29][C@@H:28]([C:31]2[CH:32]=[CH:33][C:34]([C:35]([NH:1][C:2]3[CH:7]=[CH:6][C:5]([CH3:8])=[CH:4][CH:3]=3)=[O:36])=[CH:39][CH:40]=2)[O:27][CH2:26]1)[CH3:23], predict the reactants needed to synthesize it. The reactants are: [NH2:1][C:2]1[CH:7]=[CH:6][C:5]([CH3:8])=[CH:4][CH:3]=1.C[Al](C)C.[F:13][C:14]1[CH:19]=[C:18]([F:20])[CH:17]=[CH:16][C:15]=1[C@@:21]([OH:47])([CH2:41][N:42]1[CH:46]=[N:45][CH:44]=[N:43]1)[C@H:22]([S:24][C@@H:25]1[CH2:30][O:29][C@@H:28]([C:31]2[CH:40]=[CH:39][C:34]([C:35](OC)=[O:36])=[CH:33][CH:32]=2)[O:27][CH2:26]1)[CH3:23]. (2) Given the product [CH2:14]([N:18]1[C:26]2[N:25]=[C:24]([Cl:27])[NH:23][C:22]=2[C:21](=[O:28])[N:20]([CH2:29][CH2:30][CH2:31][C:32]2[N:33]=[C:9]([CH2:8][C:4]3[CH:5]=[CH:6][CH:7]=[C:2]([Cl:1])[C:3]=3[O:12][CH3:13])[O:11][N:35]=2)[C:19]1=[O:37])[CH2:15][CH2:16][CH3:17], predict the reactants needed to synthesize it. The reactants are: [Cl:1][C:2]1[C:3]([O:12][CH3:13])=[C:4]([CH2:8][C:9]([OH:11])=O)[CH:5]=[CH:6][CH:7]=1.[CH2:14]([N:18]1[C:26]2[N:25]=[C:24]([Cl:27])[NH:23][C:22]=2[C:21](=[O:28])[N:20]([CH2:29][CH2:30][CH2:31]/[C:32](=[N:35]/[H])/[NH:33]O)[C:19]1=[O:37])[CH2:15][CH2:16][CH3:17].